Dataset: Catalyst prediction with 721,799 reactions and 888 catalyst types from USPTO. Task: Predict which catalyst facilitates the given reaction. (1) Reactant: C(OC([NH:8][C@H:9]([C:14]([NH:16][CH:17]([C:26]#[N:27])[C:18]1[CH:23]=[CH:22][CH:21]=[CH:20][C:19]=1[O:24][CH3:25])=[O:15])[CH2:10][CH:11]([CH3:13])[CH3:12])=O)(C)(C)C. Product: [C:26]([CH:17]([C:18]1[CH:23]=[CH:22][CH:21]=[CH:20][C:19]=1[O:24][CH3:25])[NH:16][C:14](=[O:15])[C@H:9]([CH2:10][CH:11]([CH3:13])[CH3:12])[NH2:8])#[N:27]. The catalyst class is: 106. (2) Product: [I:24][C:11]1[C:10]2[CH:9]=[C:8]([O:21][CH3:22])[CH:7]=[C:4]([C:5]#[N:6])[C:3]=2[O:2][C:12]=1[C:13]1[CH:18]=[CH:17][C:16]([O:19][CH3:20])=[CH:15][CH:14]=1. Reactant: C[O:2][C:3]1[C:10]([C:11]#[C:12][C:13]2[CH:18]=[CH:17][C:16]([O:19][CH3:20])=[CH:15][CH:14]=2)=[CH:9][C:8]([O:21][CH3:22])=[CH:7][C:4]=1[C:5]#[N:6].[Al].[I:24]I.OS([O-])=O.[Na+]. The catalyst class is: 2. (3) Reactant: CN(C(ON1N=NC2C=CC=NC1=2)=[N+](C)C)C.F[P-](F)(F)(F)(F)F.[C:25]([O:29][C:30]([N:32]1[C:36]([CH3:38])([CH3:37])[CH2:35][CH2:34][C@H:33]1[C:39]([OH:41])=O)=[O:31])([CH3:28])([CH3:27])[CH3:26].[F:42][C:43]([F:59])([F:58])[C:44]1[N:49]=[CH:48][C:47]([C:50]2[N:55]=[CH:54][N:53]=[C:52]([CH2:56][NH2:57])[CH:51]=2)=[CH:46][CH:45]=1.CCN(C(C)C)C(C)C. Product: [CH3:38][C:36]1([CH3:37])[CH2:35][CH2:34][C@@H:33]([C:39](=[O:41])[NH:57][CH2:56][C:52]2[CH:51]=[C:50]([C:47]3[CH:48]=[N:49][C:44]([C:43]([F:59])([F:58])[F:42])=[CH:45][CH:46]=3)[N:55]=[CH:54][N:53]=2)[N:32]1[C:30]([O:29][C:25]([CH3:26])([CH3:27])[CH3:28])=[O:31]. The catalyst class is: 3. (4) Reactant: Cl.[NH:2]1[CH2:6][CH2:5][C@@H:4]([OH:7])[CH2:3]1.CC(C)([O-])C.[Na+].[F:14][C:15]1[CH:16]=[C:17](Br)[CH:18]=[CH:19][CH:20]=1.C1(P(C2C=CC=CC=2)C2C=CC3C(=CC=CC=3)C=2C2C3C(=CC=CC=3)C=CC=2P(C2C=CC=CC=2)C2C=CC=CC=2)C=CC=CC=1. Product: [F:14][C:15]1[CH:20]=[C:19]([N:2]2[CH2:6][CH2:5][CH:4]([OH:7])[CH2:3]2)[CH:18]=[CH:17][CH:16]=1. The catalyst class is: 11.